This data is from Forward reaction prediction with 1.9M reactions from USPTO patents (1976-2016). The task is: Predict the product of the given reaction. (1) Given the reactants [CH3:1][O:2][C:3]([C:5]1[N:6]=[C:7]([C:14]([F:17])([F:16])[F:15])[N:8]([CH3:13])[C:9]=1[C:10]([OH:12])=O)=[O:4].Cl.Cl.[CH3:20][N:21]1[CH:25]=[C:24]([C:26]2[CH:31]=[CH:30][CH:29]=[CH:28][CH:27]=2)[N:23]=[C:22]1[CH2:32][CH2:33][NH2:34], predict the reaction product. The product is: [CH3:13][N:8]1[C:9]([C:10](=[O:12])[NH:34][CH2:33][CH2:32][C:22]2[N:21]([CH3:20])[CH:25]=[C:24]([C:26]3[CH:31]=[CH:30][CH:29]=[CH:28][CH:27]=3)[N:23]=2)=[C:5]([C:3]([O:2][CH3:1])=[O:4])[N:6]=[C:7]1[C:14]([F:17])([F:16])[F:15]. (2) Given the reactants [S:1]1[CH:5]=[C:4]([CH2:6][CH2:7][C:8]([N:10]2[CH:14]([CH2:15][C:16]3[CH:21]=[CH:20][CH:19]=[CH:18][CH:17]=3)[CH2:13][O:12][C:11]2=[O:22])=[O:9])[C:3]2[CH:23]=[CH:24][CH:25]=[CH:26][C:2]1=2.C([N-]C(C)C)(C)C.[Li+].Br[CH2:36][C:37]([O:39][C:40]([CH3:43])([CH3:42])[CH3:41])=[O:38], predict the reaction product. The product is: [C:40]([O:39][C:37](=[O:38])[CH2:36][C@H:7]([CH2:6][C:4]1[C:3]2[CH:23]=[CH:24][CH:25]=[CH:26][C:2]=2[S:1][CH:5]=1)[C:8]([N:10]1[CH:14]([CH2:15][C:16]2[CH:17]=[CH:18][CH:19]=[CH:20][CH:21]=2)[CH2:13][O:12][C:11]1=[O:22])=[O:9])([CH3:43])([CH3:42])[CH3:41]. (3) Given the reactants [F:1][C:2]1[CH:3]=[C:4]([CH:7]=[CH:8][C:9]=1[O:10][CH3:11])[CH:5]=O.[N+:12]([CH3:15])([O-:14])=[O:13].C([O-])(=O)C.[NH4+].O, predict the reaction product. The product is: [F:1][C:2]1[CH:3]=[C:4]([CH:5]=[CH:15][N+:12]([O-:14])=[O:13])[CH:7]=[CH:8][C:9]=1[O:10][CH3:11]. (4) The product is: [C:31]([C:35]1[CH:40]=[CH:39][C:38]([C:25]2[N:24]=[CH:23][C:22]([O:21][CH:14]([C:11]3[CH:12]=[CH:13][C:8]([C:7]([NH:6][CH2:5][CH2:4][C:3]([OH:2])=[O:30])=[O:29])=[CH:9][CH:10]=3)[CH2:15][CH2:16][CH2:17][CH:18]([CH3:19])[CH3:20])=[CH:27][CH:26]=2)=[CH:37][CH:36]=1)([CH3:34])([CH3:33])[CH3:32]. Given the reactants C[O:2][C:3](=[O:30])[CH2:4][CH2:5][NH:6][C:7](=[O:29])[C:8]1[CH:13]=[CH:12][C:11]([CH:14]([O:21][C:22]2[CH:23]=[N:24][C:25](Cl)=[CH:26][CH:27]=2)[CH2:15][CH2:16][CH2:17][CH:18]([CH3:20])[CH3:19])=[CH:10][CH:9]=1.[C:31]([C:35]1[CH:40]=[CH:39][C:38](B(O)O)=[CH:37][CH:36]=1)([CH3:34])([CH3:33])[CH3:32], predict the reaction product. (5) The product is: [NH2:19][C:12]1[C:11]([N+:23]([O-:25])=[O:24])=[C:10]2[C:15]([C:16](=[O:18])[CH:17]=[C:1]([C:2]3[CH:3]=[CH:4][CH:5]=[CH:6][CH:7]=3)[O:9]2)=[CH:14][CH:13]=1. Given the reactants [C:1]([O:9][C:10]1[C:15]([C:16](=[O:18])[CH3:17])=[CH:14][CH:13]=[C:12]([NH:19]C(=O)C)[C:11]=1[N+:23]([O-:25])=[O:24])(=O)[C:2]1[CH:7]=[CH:6][CH:5]=[CH:4][CH:3]=1.[OH-].[K+].Cl, predict the reaction product.